This data is from Forward reaction prediction with 1.9M reactions from USPTO patents (1976-2016). The task is: Predict the product of the given reaction. (1) Given the reactants Cl[C:2]1[CH:7]=[CH:6][C:5]([F:8])=[CH:4][C:3]=1[N+:9]([O-:11])=[O:10].C(=O)([O-])[O-].[Na+].[Na+].O1CCOCC1.[CH3:24][C:25]1(C)[C:29](C)(C)OB(C(C)=C)O1, predict the reaction product. The product is: [F:8][C:5]1[CH:6]=[CH:7][C:2]([C:25]([CH3:29])=[CH2:24])=[C:3]([N+:9]([O-:11])=[O:10])[CH:4]=1. (2) Given the reactants FC(F)(F)S(O[C:7]1[C:8]([C:18](=[O:20])[CH3:19])=[CH:9][C:10]([Cl:17])=[C:11]2[C:16]=1[N:15]=[CH:14][CH:13]=[CH:12]2)(=O)=O.Cl.[F:24][CH:25]1[CH2:30][CH2:29][NH:28][CH2:27][CH2:26]1.C(=O)([O-])[O-].[Cs+].[Cs+], predict the reaction product. The product is: [Cl:17][C:10]1[CH:9]=[C:8]([C:18](=[O:20])[CH3:19])[C:7]([N:28]2[CH2:29][CH2:30][CH:25]([F:24])[CH2:26][CH2:27]2)=[C:16]2[C:11]=1[CH:12]=[CH:13][CH:14]=[N:15]2. (3) Given the reactants [F:1][CH:2]1[CH2:7][CH2:6][N:5]([S:8]([C:11]2[CH:16]=[CH:15][C:14]([N+:17]([O-])=O)=[CH:13][CH:12]=2)(=[O:10])=[O:9])[CH2:4][CH2:3]1.CO.[BH4-].[Na+], predict the reaction product. The product is: [F:1][CH:2]1[CH2:7][CH2:6][N:5]([S:8]([C:11]2[CH:16]=[CH:15][C:14]([NH2:17])=[CH:13][CH:12]=2)(=[O:10])=[O:9])[CH2:4][CH2:3]1. (4) Given the reactants [CH2:1]([O:3][CH2:4]COCCOCCO)C.[OH-].[K+].[C:15]1([CH3:25])[CH:20]=[CH:19][C:18]([S:21](Cl)(=[O:23])=[O:22])=[CH:17][CH:16]=1, predict the reaction product. The product is: [S:21]([C:18]1[CH:19]=[CH:20][C:15]([CH3:25])=[CH:16][CH:17]=1)([OH:3])(=[O:23])=[O:22].[CH3:1][O:3][CH3:4]. (5) Given the reactants Cl[C:2]1[N:7]=[C:6]([C:8]2[S:12][C:11]([CH:13]([CH3:15])[CH3:14])=[N:10][C:9]=2[C:16]2[CH:17]=[C:18]([NH:22][S:23]([C:26]3[CH:31]=[CH:30][CH:29]=[C:28]([F:32])[CH:27]=3)(=[O:25])=[O:24])[CH:19]=[CH:20][CH:21]=2)[CH:5]=[CH:4][N:3]=1.Cl.[NH2:34][CH2:35][C:36]([NH2:38])=[O:37].C([O-])([O-])=O.[K+].[K+], predict the reaction product. The product is: [F:32][C:28]1[CH:27]=[C:26]([S:23]([NH:22][C:18]2[CH:17]=[C:16]([C:9]3[N:10]=[C:11]([CH:13]([CH3:15])[CH3:14])[S:12][C:8]=3[C:6]3[CH:5]=[CH:4][N:3]=[C:2]([NH:34][CH2:35][C:36]([NH2:38])=[O:37])[N:7]=3)[CH:21]=[CH:20][CH:19]=2)(=[O:25])=[O:24])[CH:31]=[CH:30][CH:29]=1.